From a dataset of Reaction yield outcomes from USPTO patents with 853,638 reactions. Predict the reaction yield, written as a fraction of the theoretical maximum amount of product (1.0 means a 100% yield; for example, 0.34 means a 34% yield). (1) The reactants are Cl[C:2]1[CH:11]=[C:10](Cl)[CH:9]=[C:8]2[C:3]=1[CH:4]=[CH:5][N:6]=[CH:7]2.[CH3:13][C:14]1(C)[C:18](C)(C)OB(C(C)=C)O1.[O-]P([O-])([O-])=O.[K+].[K+].[K+].[C:33]1(C)[CH:38]=CC=C[CH:34]=1. The catalyst is C1C=CC(/C=C/C(/C=C/C2C=CC=CC=2)=O)=CC=1.C1C=CC(/C=C/C(/C=C/C2C=CC=CC=2)=O)=CC=1.C1C=CC(/C=C/C(/C=C/C2C=CC=CC=2)=O)=CC=1.[Pd].[Pd].C1(P(C2CCCCC2)C2C=CC=CC=2C2C(OC)=CC=CC=2OC)CCCCC1.O. The product is [CH2:13]=[C:14]([C:2]1[CH:11]=[C:10]([C:33]([CH3:38])=[CH2:34])[CH:9]=[C:8]2[C:3]=1[CH:4]=[CH:5][N:6]=[CH:7]2)[CH3:18]. The yield is 0.910. (2) The reactants are [S:1]1[C:5]2[CH:6]=[C:7]([N:10]3[CH2:14][CH2:13][NH:12][C:11]3=[O:15])[CH:8]=[CH:9][C:4]=2[N:3]=[CH:2]1.Br[C:17]1[CH:18]=[N:19][CH:20]=[CH:21][C:22]=1[CH:23]([OH:25])[CH3:24].N[C@@H]1CCCC[C@H]1N.P([O-])([O-])([O-])=O.[K+].[K+].[K+]. The catalyst is [Cu](I)I.O1CCOCC1. The product is [S:1]1[C:5]2[CH:6]=[C:7]([N:10]3[CH2:14][CH2:13][N:12]([C:17]4[CH:18]=[N:19][CH:20]=[CH:21][C:22]=4[CH:23]([OH:25])[CH3:24])[C:11]3=[O:15])[CH:8]=[CH:9][C:4]=2[N:3]=[CH:2]1. The yield is 0.0390. (3) The reactants are Br[C:2]1[CH:3]=[C:4]2[C:8](=[CH:9][CH:10]=1)[N:7]([CH:11]1[CH2:16][CH2:15][CH2:14][CH2:13][O:12]1)[N:6]=[C:5]2[C:17]1[CH:22]=[CH:21][C:20]([F:23])=[CH:19][CH:18]=1.C(N(CC)CC)C.C1(C)C=CC=CC=1P(C1C=CC=CC=1C)C1C=CC=CC=1C.[C:53]1([C:59]#[CH:60])[CH:58]=[CH:57][CH:56]=[CH:55][CH:54]=1. The catalyst is C(#N)C. The product is [F:23][C:20]1[CH:21]=[CH:22][C:17]([C:5]2[C:4]3[C:8](=[CH:9][CH:10]=[C:2]([C:60]#[C:59][C:53]4[CH:58]=[CH:57][CH:56]=[CH:55][CH:54]=4)[CH:3]=3)[N:7]([CH:11]3[CH2:16][CH2:15][CH2:14][CH2:13][O:12]3)[N:6]=2)=[CH:18][CH:19]=1. The yield is 0.320. (4) The reactants are C(N(CC)CC)C.[F:8][C:9]([F:25])([F:24])[C:10]1[CH:11]=[C:12]([C@@H:20]([NH:22][CH3:23])[CH3:21])[CH:13]=[C:14]([C:16]([F:19])([F:18])[F:17])[CH:15]=1.Cl[C:27](Cl)([O:29][C:30](=[O:36])OC(Cl)(Cl)Cl)Cl.[C:38]1([CH:44]2[NH:49][CH2:48][CH:47]3C2(CO)[CH2:46]3)[CH:43]=[CH:42][CH:41]=[CH:40][CH:39]=1.C(N(C(C)C)CC)(C)C. The catalyst is C(Cl)Cl.C(#N)C. The product is [C:38]1([C@@H:44]2[NH:49][CH2:48][CH:47]3[C@:27]2([O:29][C:30](=[O:36])[N:22]([C@H:20]([C:12]2[CH:11]=[C:10]([C:9]([F:24])([F:25])[F:8])[CH:15]=[C:14]([C:16]([F:17])([F:18])[F:19])[CH:13]=2)[CH3:21])[CH3:23])[CH2:46]3)[CH:43]=[CH:42][CH:41]=[CH:40][CH:39]=1. The yield is 1.00. (5) The reactants are [CH:1]12[CH2:8][CH:5]([CH2:6][CH2:7]1)[CH2:4][C:3](=[O:9])[CH2:2]2.Cl.[CH3:11][NH:12][CH3:13].Cl.[CH3:15]C#N. No catalyst specified. The product is [CH3:11][N:12]([CH2:15][CH:4]1[C:3](=[O:9])[CH2:2][CH:1]2[CH2:8][CH:5]1[CH2:6][CH2:7]2)[CH3:13]. The yield is 0.787. (6) The reactants are Br[C:2]1[C:8]([C:9]([F:12])([F:11])[F:10])=[CH:7][C:5]([NH2:6])=[CH:4][C:3]=1[Cl:13].C(=O)([O-])[O-].[Na+].[Na+].CC1(C)C(C)(C)OB([C:28]2[CH:33]=[CH:32][C:31]([S:34]([CH2:37][CH:38]3[CH2:43][CH2:42][N:41]([C:44]([O:46][C:47]([CH3:50])([CH3:49])[CH3:48])=[O:45])[CH2:40][CH2:39]3)(=[O:36])=[O:35])=[CH:30][CH:29]=2)O1.O. The yield is 0.460. The product is [NH2:6][C:5]1[CH:7]=[C:8]([C:9]([F:12])([F:11])[F:10])[C:2]([C:28]2[CH:33]=[CH:32][C:31]([S:34]([CH2:37][CH:38]3[CH2:39][CH2:40][N:41]([C:44]([O:46][C:47]([CH3:50])([CH3:49])[CH3:48])=[O:45])[CH2:42][CH2:43]3)(=[O:36])=[O:35])=[CH:30][CH:29]=2)=[C:3]([Cl:13])[CH:4]=1. The catalyst is C(COC)OC.C1C=CC([P]([Pd]([P](C2C=CC=CC=2)(C2C=CC=CC=2)C2C=CC=CC=2)([P](C2C=CC=CC=2)(C2C=CC=CC=2)C2C=CC=CC=2)[P](C2C=CC=CC=2)(C2C=CC=CC=2)C2C=CC=CC=2)(C2C=CC=CC=2)C2C=CC=CC=2)=CC=1. (7) The reactants are [C:1]([N:4]1[C:13]2[C:8](=[CH:9][C:10]([C:14]3[CH:23]=[CH:22][C:17]([C:18]([O:20]C)=[O:19])=[CH:16][CH:15]=3)=[CH:11][CH:12]=2)[C@H:7]([NH:24][C:25]([O:27][CH:28]([CH3:30])[CH3:29])=[O:26])[CH2:6][C@@H:5]1[CH3:31])(=[O:3])[CH3:2].[OH-].[Na+]. The catalyst is C(O)C. The product is [C:1]([N:4]1[C:13]2[C:8](=[CH:9][C:10]([C:14]3[CH:23]=[CH:22][C:17]([C:18]([OH:20])=[O:19])=[CH:16][CH:15]=3)=[CH:11][CH:12]=2)[C@H:7]([NH:24][C:25]([O:27][CH:28]([CH3:30])[CH3:29])=[O:26])[CH2:6][C@@H:5]1[CH3:31])(=[O:3])[CH3:2]. The yield is 0.620.